From a dataset of Forward reaction prediction with 1.9M reactions from USPTO patents (1976-2016). Predict the product of the given reaction. (1) The product is: [C:7]([C:6]1[CH:9]=[C:2]([CH3:1])[CH:3]=[CH:4][C:5]=1[C:24]1[CH:25]=[C:26]([OH:28])[CH:27]=[C:22]([C:21]([O:20][CH3:19])=[O:30])[CH:23]=1)#[N:8]. Given the reactants [CH3:1][C:2]1[CH:3]=[CH:4][C:5](B2OC(C)(C)C(C)(C)O2)=[C:6]([CH:9]=1)[C:7]#[N:8].[CH3:19][O:20][C:21](=[O:30])[C:22]1[CH:27]=[C:26]([OH:28])[CH:25]=[C:24](Br)[CH:23]=1.P([O-])([O-])([O-])=O.[K+].[K+].[K+].O1CCOCC1, predict the reaction product. (2) The product is: [C:11]1([C:10]2[C:5]([CH2:3][OH:2])=[N:6][CH:7]=[CH:8][CH:9]=2)[CH:12]=[CH:13][CH:14]=[CH:15][CH:16]=1. Given the reactants C[O:2][C:3]([C:5]1[C:10]([C:11]2[CH:16]=[CH:15][CH:14]=[CH:13][CH:12]=2)=[CH:9][CH:8]=[CH:7][N:6]=1)=O.[BH4-].[Li+], predict the reaction product. (3) Given the reactants [F:1][C:2]1[CH:7]=[CH:6][C:5]([CH2:8][C:9]([C:11]2[CH:16]=[CH:15][N:14]=[CH:13][CH:12]=2)=O)=[CH:4][CH:3]=1.[CH3:17][C:18]1[CH:19]=[C:20]([NH2:25])[C:21]([Cl:24])=[N:22][CH:23]=1.O.C1(C)C=CC=CC=1.C(OCC)(=O)C.CCCCCC, predict the reaction product. The product is: [Cl:24][C:21]1[C:20]([N:25]=[C:9]([C:11]2[CH:16]=[CH:15][N:14]=[CH:13][CH:12]=2)[CH2:8][C:5]2[CH:6]=[CH:7][C:2]([F:1])=[CH:3][CH:4]=2)=[CH:19][C:18]([CH3:17])=[CH:23][N:22]=1. (4) The product is: [NH2:1][C:2]1[C:3]([C:4]([NH:6][CH3:9])=[O:5])=[C:11]([CH3:25])[C:12]([C:15]2[CH:16]=[N:17][N:18]([CH2:20][CH2:21][CH2:22][OH:23])[CH:19]=2)=[CH:13][CH:14]=1. Given the reactants [NH2:1][C:2]1[CH:14]=[CH:13][C:12]([C:15]2[CH:16]=[N:17][N:18]([CH2:20][CH2:21][CH2:22][OH:23])[CH:19]=2)=[CH:11][C:3]=1[C:4]([N:6]([CH2:9]C)CC)=[O:5].N[C:25]1C(C(NC)=O)=C(C)C(Br)=CC=1.NC1C=CC(Br)=CC=1C(N(CC)CC)=O, predict the reaction product.